Dataset: Retrosynthesis with 50K atom-mapped reactions and 10 reaction types from USPTO. Task: Predict the reactants needed to synthesize the given product. Given the product COc1ccc(CN2CCCC(Oc3ccc(-n4ccnc4)cc3)C2)c2ccccc12, predict the reactants needed to synthesize it. The reactants are: COc1ccc(C=O)c2ccccc12.c1cn(-c2ccc(OC3CCCNC3)cc2)cn1.